From a dataset of TCR-epitope binding with 47,182 pairs between 192 epitopes and 23,139 TCRs. Binary Classification. Given a T-cell receptor sequence (or CDR3 region) and an epitope sequence, predict whether binding occurs between them. The epitope is AVFDRKSDAK. The TCR CDR3 sequence is CASSLGDYYNEQFF. Result: 1 (the TCR binds to the epitope).